Dataset: TCR-epitope binding with 47,182 pairs between 192 epitopes and 23,139 TCRs. Task: Binary Classification. Given a T-cell receptor sequence (or CDR3 region) and an epitope sequence, predict whether binding occurs between them. (1) The TCR CDR3 sequence is CASNSGYMNFF. The epitope is ATDALMTGY. Result: 0 (the TCR does not bind to the epitope). (2) The epitope is ILGLPTQTV. The TCR CDR3 sequence is CASSQELLVGEQFF. Result: 1 (the TCR binds to the epitope). (3) Result: 0 (the TCR does not bind to the epitope). The TCR CDR3 sequence is CASIRLAGEHNEQFF. The epitope is TSDLATNNLVVMAY. (4) The epitope is LPRRSGAAGA. The TCR CDR3 sequence is CASSQDRAIYNSPLHF. Result: 0 (the TCR does not bind to the epitope). (5) The epitope is NLSALGIFST. The TCR CDR3 sequence is CASSVGAANYGYTF. Result: 0 (the TCR does not bind to the epitope).